From a dataset of Forward reaction prediction with 1.9M reactions from USPTO patents (1976-2016). Predict the product of the given reaction. (1) Given the reactants Cl.CN.[CH3:4][N:5](C)/[CH:6]=[CH:7]/[C:8]1[CH:15]=[CH:14][CH:13]=[C:12]([N+:16]([O-:18])=[O:17])[C:9]=1[C:10]#[N:11], predict the reaction product. The product is: [CH3:4][NH:5]/[CH:6]=[CH:7]/[C:8]1[CH:15]=[CH:14][CH:13]=[C:12]([N+:16]([O-:18])=[O:17])[C:9]=1[C:10]#[N:11]. (2) Given the reactants C(O)(C(F)(F)F)=O.[C:8]1([C:49]2[CH:54]=[CH:53][CH:52]=[CH:51][CH:50]=2)[CH:13]=[CH:12][C:11]([C:14]2[N:19]=[C:18]3[N:20]=[C:21]([NH:31][CH:32]4[CH2:36][O:35][C@@H:34]5[C@H:37]([O:40][Si](C(C)(C)C)(C)C)[CH2:38][O:39][C@H:33]45)[N:22](COCC[Si](C)(C)C)[C:17]3=[CH:16][C:15]=2[Cl:48])=[CH:10][CH:9]=1, predict the reaction product. The product is: [C:8]1([C:49]2[CH:54]=[CH:53][CH:52]=[CH:51][CH:50]=2)[CH:13]=[CH:12][C:11]([C:14]2[N:19]=[C:18]3[N:20]=[C:21]([NH:31][CH:32]4[C@H:33]5[O:39][CH2:38][C@@H:37]([OH:40])[C@H:34]5[O:35][CH2:36]4)[NH:22][C:17]3=[CH:16][C:15]=2[Cl:48])=[CH:10][CH:9]=1. (3) Given the reactants Br[C:2]1[C:3]2[CH2:12][S:11][CH2:10][C:4]=2[S:5][C:6]=1[C:7]([OH:9])=[O:8].[Li]CCCC.[F:18]N(S(C1C=CC=CC=1)(=O)=O)S(C1C=CC=CC=1)(=O)=O.O, predict the reaction product. The product is: [F:18][C:2]1[C:3]2[CH2:12][S:11][CH2:10][C:4]=2[S:5][C:6]=1[C:7]([OH:9])=[O:8]. (4) Given the reactants [Cl:1][C:2]1[CH:3]=[C:4]2[C:8](=[CH:9][CH:10]=1)[N:7]([CH3:11])[C:6]([C:12]([OH:14])=O)=[C:5]2[CH3:15].C([O:18][C:19](=[O:40])[CH2:20][CH2:21][C:22]1[CH:27]=[CH:26][C:25]([O:28][C:29]2[CH:34]=[C:33]([F:35])[CH:32]=[C:31]([CH2:36][NH2:37])[CH:30]=2)=[CH:24][C:23]=1[CH2:38][CH3:39])C, predict the reaction product. The product is: [Cl:1][C:2]1[CH:3]=[C:4]2[C:8](=[CH:9][CH:10]=1)[N:7]([CH3:11])[C:6]([C:12]([NH:37][CH2:36][C:31]1[CH:30]=[C:29]([CH:34]=[C:33]([F:35])[CH:32]=1)[O:28][C:25]1[CH:26]=[CH:27][C:22]([CH2:21][CH2:20][C:19]([OH:40])=[O:18])=[C:23]([CH2:38][CH3:39])[CH:24]=1)=[O:14])=[C:5]2[CH3:15]. (5) Given the reactants C(OC(=O)C)(=O)C.[C:8]([O:12][C:13]([C:15]1[N:16]([CH2:24][CH:25]([OH:42])[CH2:26][O:27][C:28]2[CH:33]=[CH:32][C:31]([CH2:34][CH2:35][CH2:36][CH2:37][CH2:38][CH2:39][CH2:40][CH3:41])=[CH:30][CH:29]=2)[C:17]2[C:22]([CH:23]=1)=[CH:21][CH:20]=[CH:19][CH:18]=2)=[O:14])([CH3:11])([CH3:10])[CH3:9].C(=O)([O-])O.[Na+].[Na+].[Cl-], predict the reaction product. The product is: [C:8]([O:12][C:13]([C:15]1[N:16]([CH2:24][C:25](=[O:42])[CH2:26][O:27][C:28]2[CH:33]=[CH:32][C:31]([CH2:34][CH2:35][CH2:36][CH2:37][CH2:38][CH2:39][CH2:40][CH3:41])=[CH:30][CH:29]=2)[C:17]2[C:22]([CH:23]=1)=[CH:21][CH:20]=[CH:19][CH:18]=2)=[O:14])([CH3:11])([CH3:10])[CH3:9]. (6) Given the reactants [F:1][C:2]([F:12])([F:11])[C:3]1[CH:10]=[CH:9][C:6]([CH2:7][NH2:8])=[CH:5][CH:4]=1.F[C:14]1[CH:22]=[N:21][CH:20]=[CH:19][C:15]=1[C:16]([OH:18])=[O:17], predict the reaction product. The product is: [F:1][C:2]([F:11])([F:12])[C:3]1[CH:10]=[CH:9][C:6]([CH2:7][NH:8][C:19]2[CH:20]=[N:21][CH:22]=[CH:14][C:15]=2[C:16]([OH:18])=[O:17])=[CH:5][CH:4]=1. (7) Given the reactants C(Cl)(=O)C(Cl)=O.CS(C)=O.[F:11][CH:12]1[CH:17]([O:18][CH2:19][CH:20]([OH:27])[C:21]2[CH:26]=[CH:25][CH:24]=[CH:23][CH:22]=2)[CH2:16][CH2:15][CH:14]([NH:28][C:29](=[O:35])[O:30][C:31]([CH3:34])([CH3:33])[CH3:32])[CH2:13]1.C(N(C(C)C)CC)(C)C, predict the reaction product. The product is: [F:11][CH:12]1[CH:17]([O:18][CH2:19][C:20](=[O:27])[C:21]2[CH:22]=[CH:23][CH:24]=[CH:25][CH:26]=2)[CH2:16][CH2:15][CH:14]([NH:28][C:29](=[O:35])[O:30][C:31]([CH3:33])([CH3:32])[CH3:34])[CH2:13]1.